From a dataset of Full USPTO retrosynthesis dataset with 1.9M reactions from patents (1976-2016). Predict the reactants needed to synthesize the given product. (1) Given the product [CH2:3]([O:5][C:6]([C:7]1[S:8][CH:15]=[C:13]([CH2:12][Cl:11])[N:9]=1)=[O:10])[CH3:4], predict the reactants needed to synthesize it. The reactants are: N#N.[CH2:3]([O:5][C:6](=[O:10])[C:7]([NH2:9])=[S:8])[CH3:4].[Cl:11][CH2:12][C:13]([CH2:15]Cl)=O.CC(=O)OCC. (2) The reactants are: [CH3:1][O:2][C:3]1[CH:4]=[C:5]([CH2:23][OH:24])[CH:6]=[CH:7][C:8]=1[O:9][CH2:10][C:11]1[N:12]=[C:13]([N:17]2[CH2:22][CH2:21][O:20][CH2:19][CH2:18]2)[S:14][C:15]=1[CH3:16].O[C:26]1[C:30]([CH:31]=[O:32])=[CH:29][N:28]([C:33]2[CH:38]=[CH:37][CH:36]=[CH:35][CH:34]=2)[N:27]=1.C(P(CCCC)CCCC)CCC.N(C(N1CCCCC1)=O)=NC(N1CCCCC1)=O. Given the product [CH3:1][O:2][C:3]1[CH:4]=[C:5]([CH:6]=[CH:7][C:8]=1[O:9][CH2:10][C:11]1[N:12]=[C:13]([N:17]2[CH2:22][CH2:21][O:20][CH2:19][CH2:18]2)[S:14][C:15]=1[CH3:16])[CH2:23][O:24][C:26]1[C:30]([CH:31]=[O:32])=[CH:29][N:28]([C:33]2[CH:34]=[CH:35][CH:36]=[CH:37][CH:38]=2)[N:27]=1, predict the reactants needed to synthesize it. (3) Given the product [C:44]([O:48][C:49]([N:51]1[CH2:52][CH2:53][CH:54]([NH:57][C:58]2[C:63]([NH:64][C:8](=[O:10])[CH2:7][C:6]3[C:2]([CH3:1])=[N:3][O:4][CH:5]=3)=[CH:62][N:61]=[C:60]3[N:67]([S:70]([C:73]4[CH:78]=[CH:77][CH:76]=[CH:75][CH:74]=4)(=[O:71])=[O:72])[CH:68]=[CH:69][C:59]=23)[CH2:55][CH2:56]1)=[O:50])([CH3:47])([CH3:45])[CH3:46], predict the reactants needed to synthesize it. The reactants are: [CH3:1][C:2]1[C:6]([CH2:7][C:8]([OH:10])=O)=[CH:5][O:4][N:3]=1.CN(C(ON1N=NC2C=CC=NC1=2)=[N+](C)C)C.F[P-](F)(F)(F)(F)F.C(N(C(C)C)CC)(C)C.[C:44]([O:48][C:49]([N:51]1[CH2:56][CH2:55][CH:54]([NH:57][C:58]2[C:63]([N+:64]([O-])=O)=[CH:62][N:61]=[C:60]3[N:67]([S:70]([C:73]4[CH:78]=[CH:77][CH:76]=[CH:75][CH:74]=4)(=[O:72])=[O:71])[CH:68]=[CH:69][C:59]=23)[CH2:53][CH2:52]1)=[O:50])([CH3:47])([CH3:46])[CH3:45].C([O-])(O)=O.[Na+]. (4) Given the product [CH2:17]([CH:16]([C:15]1[C:10]2[N:11]([C:7]([C:5]3[S:6][C:2]([C:26]4[S:25][CH:29]=[CH:28][N:27]=4)=[CH:3][C:4]=3[CH3:23])=[C:8]([CH3:22])[N:9]=2)[N:12]=[C:13]([CH3:21])[CH:14]=1)[CH2:19][CH3:20])[CH3:18], predict the reactants needed to synthesize it. The reactants are: Br[C:2]1[S:6][C:5]([C:7]2[N:11]3[N:12]=[C:13]([CH3:21])[CH:14]=[C:15]([CH:16]([CH2:19][CH3:20])[CH2:17][CH3:18])[C:10]3=[N:9][C:8]=2[CH3:22])=[C:4]([CH3:23])[CH:3]=1.[Br-].[S:25]1[CH:29]=[CH:28][N:27]=[C:26]1[Zn+].C1COCC1. (5) The reactants are: [C:1]([C:3]1[CH:8]=[CH:7][C:6]([N:9]([CH2:14][C:15]([F:18])([F:17])[F:16])[CH2:10][C:11](O)=[O:12])=[CH:5][C:4]=1[C:19]([F:22])([F:21])[F:20])#[N:2].[F:23][C:24]1[CH:30]=[CH:29][C:27]([NH2:28])=[CH:26][CH:25]=1. Given the product [C:1]([C:3]1[CH:8]=[CH:7][C:6]([N:9]([CH2:14][C:15]([F:16])([F:17])[F:18])[CH2:10][C:11]([NH:28][C:27]2[CH:29]=[CH:30][C:24]([F:23])=[CH:25][CH:26]=2)=[O:12])=[CH:5][C:4]=1[C:19]([F:20])([F:22])[F:21])#[N:2], predict the reactants needed to synthesize it. (6) Given the product [NH2:19][CH2:18][CH2:17][CH2:16][O:15][C:11]1[CH:10]=[C:9]2[C:14](=[CH:13][CH:12]=1)[N:5]([CH3:4])[C:6](=[O:30])[CH:7]=[CH:8]2, predict the reactants needed to synthesize it. The reactants are: O.NN.[CH3:4][N:5]1[C:14]2[C:9](=[CH:10][C:11]([O:15][CH2:16][CH2:17][CH2:18][N:19]3C(=O)C4C(=CC=CC=4)C3=O)=[CH:12][CH:13]=2)[CH:8]=[CH:7][C:6]1=[O:30]. (7) Given the product [CH:7]([OH:8])=[O:6].[Br:44][C:45]1[CH:55]=[CH:54][CH:53]=[CH:52][C:46]=1[CH2:47][N:48]([CH:49]1[CH2:50][CH2:51]1)[C:36]([C:15]1[C@@H:14]2[NH:9][C@H:10]([CH2:17][C:16]=1[C:18]1[CH:19]=[CH:20][C:21]([O:24][CH2:25][CH2:26][O:27][C:28]3[CH:33]=[C:32]([F:34])[CH:31]=[CH:30][C:29]=3[Cl:35])=[CH:22][CH:23]=1)[CH2:11][N:12]([C:39](=[O:41])[CH3:40])[CH2:13]2)=[O:37], predict the reactants needed to synthesize it. The reactants are: ClC(Cl)(Cl)C([O:6][C:7]([N:9]1[CH:14]2[C:15]([C:36](O)=[O:37])=[C:16]([C:18]3[CH:23]=[CH:22][C:21]([O:24][CH2:25][CH2:26][O:27][C:28]4[CH:33]=[C:32]([F:34])[CH:31]=[CH:30][C:29]=4[Cl:35])=[CH:20][CH:19]=3)[CH2:17][CH:10]1[CH2:11][N:12]([C:39](=[O:41])[CH3:40])[CH2:13]2)=[O:8])(C)C.[Br:44][C:45]1[CH:55]=[CH:54][CH:53]=[CH:52][C:46]=1[CH2:47][NH:48][CH:49]1[CH2:51][CH2:50]1.